The task is: Predict which catalyst facilitates the given reaction.. This data is from Catalyst prediction with 721,799 reactions and 888 catalyst types from USPTO. Reactant: [CH3:1][N:2]1[C:10]2[C:5](=[CH:6][C:7](B(O)O)=[CH:8][CH:9]=2)[CH:4]=[N:3]1.Br[C:15]1[N:16]([CH3:21])[CH:17]=[C:18]([Br:20])[N:19]=1.O.C(=O)([O-])[O-].[K+].[K+]. Product: [Br:20][C:18]1[N:19]=[C:15]([C:7]2[CH:6]=[C:5]3[C:10](=[CH:9][CH:8]=2)[N:2]([CH3:1])[N:3]=[CH:4]3)[N:16]([CH3:21])[CH:17]=1. The catalyst class is: 77.